This data is from CYP3A4 inhibition data for predicting drug metabolism from PubChem BioAssay. The task is: Regression/Classification. Given a drug SMILES string, predict its absorption, distribution, metabolism, or excretion properties. Task type varies by dataset: regression for continuous measurements (e.g., permeability, clearance, half-life) or binary classification for categorical outcomes (e.g., BBB penetration, CYP inhibition). Dataset: cyp3a4_veith. (1) The molecule is COc1ccc(Oc2ncc3nc(-c4cn(C)c5ccccc45)c(=O)n(CCC#N)c3n2)cc1. The result is 1 (inhibitor). (2) The compound is CCOC(=O)c1[nH]c2ccc(OC)cc2c1NC(=O)NC(C)C. The result is 0 (non-inhibitor). (3) The drug is COc1cnc(SCc2ccc(Cl)cc2)nc1Cl. The result is 0 (non-inhibitor). (4) The compound is O=C(NNS(=O)(=O)c1ccc(Cl)cc1)NC1CCCCC1. The result is 0 (non-inhibitor). (5) The drug is O=c1cc(-c2ccccc2)[nH]n1-c1ccc([N+](=O)[O-])cc1. The result is 1 (inhibitor). (6) The molecule is O=C(O)c1cccc([As]=[As]c2cccc(C(=O)O)c2)c1. The result is 0 (non-inhibitor).